From a dataset of Full USPTO retrosynthesis dataset with 1.9M reactions from patents (1976-2016). Predict the reactants needed to synthesize the given product. The reactants are: Cl[Sn]Cl.O.[F:5][C:6]1[CH:7]=[C:8]([C:15]2[CH:20]=[CH:19][C:18]([C:21]3[S:22][CH:23]=[CH:24][C:25]=3[NH:26][S:27]([CH:30]([CH3:32])[CH3:31])(=[O:29])=[O:28])=[CH:17][CH:16]=2)[CH:9]=[C:10]([N+:12]([O-])=O)[CH:11]=1.C([O-])(O)=O.[Na+]. Given the product [NH2:12][C:10]1[CH:11]=[C:6]([F:5])[CH:7]=[C:8]([C:15]2[CH:16]=[CH:17][C:18]([C:21]3[S:22][CH:23]=[CH:24][C:25]=3[NH:26][S:27]([CH:30]([CH3:31])[CH3:32])(=[O:28])=[O:29])=[CH:19][CH:20]=2)[CH:9]=1, predict the reactants needed to synthesize it.